This data is from Catalyst prediction with 721,799 reactions and 888 catalyst types from USPTO. The task is: Predict which catalyst facilitates the given reaction. (1) Reactant: [F:1][C:2]1[CH:7]=[CH:6][C:5]([N:8]2[C:17]3[C:12](=[CH:13][CH:14]=[CH:15][CH:16]=3)[C:11](=[O:18])[C:10]([C:19]([O-:21])=[O:20])=[CH:9]2)=[CH:4][CH:3]=1.[OH-].[Na+]. Product: [F:1][C:2]1[CH:7]=[CH:6][C:5]([N:8]2[C:17]3[C:12](=[CH:13][CH:14]=[CH:15][CH:16]=3)[C:11](=[O:18])[C:10]([C:19]([OH:21])=[O:20])=[CH:9]2)=[CH:4][CH:3]=1. The catalyst class is: 8. (2) Reactant: CO[C:3]([C@H:5]1[CH2:17][C:16]2[C:15]3[C:10](=[CH:11][CH:12]=[CH:13][CH:14]=3)[NH:9][C:8]=2[C@@H:7]([C:18]2[CH:23]=[C:22]([O:24][CH3:25])[CH:21]=[C:20]([O:26][CH3:27])[CH:19]=2)[NH:6]1)=[O:4].[CH3:28][N:29]=[C:30]=[S:31]. Product: [CH3:25][O:24][C:22]1[CH:23]=[C:18]([C@@H:7]2[C:8]3[NH:9][C:10]4[C:15](=[CH:14][CH:13]=[CH:12][CH:11]=4)[C:16]=3[CH2:17][C@H:5]3[C:3](=[O:4])[N:29]([CH3:28])[C:30](=[S:31])[N:6]23)[CH:19]=[C:20]([O:26][CH3:27])[CH:21]=1. The catalyst class is: 21. (3) Reactant: [CH2:1]([C:3]1[CH:8]=[CH:7][CH:6]=[CH:5][C:4]=1[OH:9])[CH3:2].[BrH:10].CS(C)=O. Product: [Br:10][C:7]1[CH:6]=[CH:5][C:4]([OH:9])=[C:3]([CH2:1][CH3:2])[CH:8]=1. The catalyst class is: 86. (4) Reactant: [N:1]([CH:4]([CH2:15][N:16]=[N+]=[N-])[CH2:5][N:6]([CH2:13][CH3:14])[C:7]1[CH:12]=[CH:11][CH:10]=[CH:9][CH:8]=1)=[N+]=[N-]. Product: [CH2:13]([N:6]([C:7]1[CH:8]=[CH:9][CH:10]=[CH:11][CH:12]=1)[CH2:5][CH:4]([NH2:1])[CH2:15][NH2:16])[CH3:14]. The catalyst class is: 603. (5) Reactant: [Cl:1][C:2]1[C:3]([F:45])=[C:4]([C@@H:8]2[C@:12]([C:15]3[CH:20]=[CH:19][C:18]([Cl:21])=[CH:17][C:16]=3[F:22])([C:13]#[N:14])[C@H:11]([CH2:23][C:24]([CH3:27])([CH3:26])[CH3:25])[NH:10][C@H:9]2[C:28]([NH:30][C:31]2[CH:39]=[CH:38][C:34]([C:35]([OH:37])=[O:36])=[CH:33][C:32]=2[O:40][C:41](F)(F)F)=[O:29])[CH:5]=[CH:6][CH:7]=1.[CH2:46]1[CH2:51][CH2:50][CH2:49][CH:48]([CH2:52][CH:53]=O)[CH2:47]1.[CH3:55]C(O)=O. Product: [CH3:55][O:37][C:35](=[O:36])[C:34]1[CH:38]=[CH:39][C:31]([N:30]2[C:28](=[O:29])[C@H:9]3[C@H:8]([C:4]4[CH:5]=[CH:6][CH:7]=[C:2]([Cl:1])[C:3]=4[F:45])[C@:12]([C:15]4[CH:20]=[CH:19][C:18]([Cl:21])=[CH:17][C:16]=4[F:22])([C:13]#[N:14])[C@H:11]([CH2:23][C:24]([CH3:27])([CH3:25])[CH3:26])[N:10]3[C@@H:53]2[CH2:52][CH:48]2[CH2:49][CH2:50][CH2:51][CH2:46][CH2:47]2)=[C:32]([O:40][CH3:41])[CH:33]=1. The catalyst class is: 2. (6) Product: [ClH:18].[CH3:1][S:2]([CH:5]1[CH2:10][CH2:9][NH:8][CH2:7][CH2:6]1)(=[O:4])=[O:3]. Reactant: [CH3:1][S:2]([CH:5]1[CH2:10][CH2:9][N:8](C(OC(C)(C)C)=O)[CH2:7][CH2:6]1)(=[O:4])=[O:3].[ClH:18]. The catalyst class is: 13. (7) Reactant: [O:1]=[C:2]1[CH2:7][CH2:6][N:5]([C:8]([O:10][C:11]([CH3:14])([CH3:13])[CH3:12])=[O:9])[CH2:4][CH2:3]1.[CH3:15][N:16]([CH:18](OC)OC)[CH3:17]. Product: [CH3:15][N:16]([CH:18]=[C:7]1[C:2](=[O:1])[CH2:3][CH2:4][N:5]([C:8]([O:10][C:11]([CH3:14])([CH3:13])[CH3:12])=[O:9])[CH2:6]1)[CH3:17]. The catalyst class is: 3.